This data is from Peptide-MHC class II binding affinity with 134,281 pairs from IEDB. The task is: Regression. Given a peptide amino acid sequence and an MHC pseudo amino acid sequence, predict their binding affinity value. This is MHC class II binding data. (1) The peptide sequence is CGMFTNRSGSQQ. The MHC is HLA-DPA10201-DPB10101 with pseudo-sequence HLA-DPA10201-DPB10101. The binding affinity (normalized) is 0.121. (2) The binding affinity (normalized) is 0.339. The MHC is DRB1_1201 with pseudo-sequence DRB1_1201. The peptide sequence is GGSILKISNKFHTKG. (3) The peptide sequence is GSDPKKLVLN. The MHC is DRB1_0301 with pseudo-sequence DRB1_0301. The binding affinity (normalized) is 0.0755. (4) The peptide sequence is KPVSQMRLATPLLMRPM. The MHC is H-2-IAk with pseudo-sequence H-2-IAk. The binding affinity (normalized) is 0. (5) The peptide sequence is PEEFAVVDLSKMRAV. The MHC is HLA-DQA10102-DQB10602 with pseudo-sequence HLA-DQA10102-DQB10602. The binding affinity (normalized) is 0.420. (6) The peptide sequence is RSFTLASSETGV. The MHC is DRB1_0401 with pseudo-sequence DRB1_0401. The binding affinity (normalized) is 0.584. (7) The peptide sequence is KYFAATQFEPLAARL. The MHC is DRB5_0101 with pseudo-sequence DRB5_0101. The binding affinity (normalized) is 0.282.